Dataset: Forward reaction prediction with 1.9M reactions from USPTO patents (1976-2016). Task: Predict the product of the given reaction. (1) Given the reactants [C:1]([O:5][C:6]([NH:8][CH2:9][C:10]([N:12]([CH2:14][C:15]1[CH:16]=[C:17]([C:21]2[CH:22]=[N:23][C:24]([N:27]3[CH2:32][CH2:31][CH:30]([C:33]([OH:35])=O)[CH2:29][CH2:28]3)=[N:25][CH:26]=2)[CH:18]=[CH:19][CH:20]=1)[CH3:13])=[O:11])=[O:7])([CH3:4])([CH3:3])[CH3:2].[CH3:36][NH:37][CH:38]1[CH2:43][CH2:42][CH2:41][CH2:40][CH2:39]1.CCN=C=NCCCN(C)C.Cl.C1C=CC2N(O)N=NC=2C=1, predict the reaction product. The product is: [CH:38]1([N:37]([CH3:36])[C:33]([CH:30]2[CH2:29][CH2:28][N:27]([C:24]3[N:23]=[CH:22][C:21]([C:17]4[CH:16]=[C:15]([CH:20]=[CH:19][CH:18]=4)[CH2:14][N:12]([CH3:13])[C:10](=[O:11])[CH2:9][NH:8][C:6](=[O:7])[O:5][C:1]([CH3:2])([CH3:3])[CH3:4])=[CH:26][N:25]=3)[CH2:32][CH2:31]2)=[O:35])[CH2:43][CH2:42][CH2:41][CH2:40][CH2:39]1. (2) The product is: [CH2:4]([C:5]1[CH2:6][C@@H:7]2[C@@H:16]([C@:17]3([CH3:24])[C:22]=1[CH2:21][C:20](=[O:23])[CH2:19][CH2:18]3)[CH2:15][CH2:14][C@@:12]1([CH3:13])[C@H:8]2[CH2:9][CH2:10][C@@H:11]1[C:25]([NH:27][C:28]1[CH:33]=[CH:32][C:31]([C:34]([F:36])([F:35])[F:37])=[CH:30][CH:29]=1)=[O:26])[CH3:1]. Given the reactants [CH3:1][Mg+].[Br-].[CH2:4]=[C:5]1[C:22]2[C@:17]([CH3:24])([CH2:18][CH2:19][C:20](=[O:23])[CH:21]=2)[C@@H:16]2[C@H:7]([C@H:8]3[C@@:12]([CH2:14][CH2:15]2)([CH3:13])[C@@H:11]([C:25]([NH:27][C:28]2[CH:33]=[CH:32][C:31]([C:34]([F:37])([F:36])[F:35])=[CH:30][CH:29]=2)=[O:26])[CH2:10][CH2:9]3)[CH2:6]1, predict the reaction product.